This data is from Peptide-MHC class I binding affinity with 185,985 pairs from IEDB/IMGT. The task is: Regression. Given a peptide amino acid sequence and an MHC pseudo amino acid sequence, predict their binding affinity value. This is MHC class I binding data. (1) The peptide sequence is KGLGVNPTL. The MHC is Mamu-A70103 with pseudo-sequence Mamu-A70103. The binding affinity (normalized) is 0. (2) The peptide sequence is EAYCALLCK. The MHC is HLA-B51:01 with pseudo-sequence HLA-B51:01. The binding affinity (normalized) is 0.0847. (3) The peptide sequence is GILISLINSL. The MHC is HLA-A68:02 with pseudo-sequence HLA-A68:02. The binding affinity (normalized) is 0.471. (4) The peptide sequence is AFPTSCHM. The MHC is HLA-A68:02 with pseudo-sequence HLA-A68:02. The binding affinity (normalized) is 0. (5) The peptide sequence is AMITDLEERL. The MHC is HLA-A68:02 with pseudo-sequence HLA-A68:02. The binding affinity (normalized) is 0.384. (6) The peptide sequence is RAPHLPPQW. The MHC is HLA-A24:03 with pseudo-sequence HLA-A24:03. The binding affinity (normalized) is 0.556. (7) The peptide sequence is YTAVVPLVG. The MHC is HLA-B46:01 with pseudo-sequence HLA-B46:01. The binding affinity (normalized) is 0.0726.